From a dataset of Reaction yield outcomes from USPTO patents with 853,638 reactions. Predict the reaction yield, written as a fraction of the theoretical maximum amount of product (1.0 means a 100% yield; for example, 0.34 means a 34% yield). (1) The reactants are [CH3:1][C:2]1[CH:7]=[C:6]([CH3:8])[CH:5]=[C:4]([CH3:9])[C:3]=1[N:10]=[C:11]=[O:12].[NH2:13][C:14]1[CH:15]=[C:16]([C:34]2[CH:39]=[CH:38][C:37]([O:40][CH3:41])=[C:36]([F:42])[CH:35]=2)[CH:17]=[CH:18][C:19]=1[C:20]([NH:22][C@@H:23]([CH:28]1[CH2:33][CH2:32][CH2:31][CH2:30][CH2:29]1)[C:24]([O:26][CH3:27])=[O:25])=[O:21].CCCCCC.C(OCC)(=O)C. The catalyst is N1C=CC=CC=1. The product is [CH:28]1([C@H:23]([NH:22][C:20]([C:19]2[CH:18]=[CH:17][C:16]([C:34]3[CH:39]=[CH:38][C:37]([O:40][CH3:41])=[C:36]([F:42])[CH:35]=3)=[CH:15][C:14]=2[NH:13][C:11]([NH:10][C:3]2[C:2]([CH3:1])=[CH:7][C:6]([CH3:8])=[CH:5][C:4]=2[CH3:9])=[O:12])=[O:21])[C:24]([O:26][CH3:27])=[O:25])[CH2:33][CH2:32][CH2:31][CH2:30][CH2:29]1. The yield is 0.840. (2) The product is [CH3:1][O:2][C:3](=[O:12])[CH:4]([NH:20][CH:21]1[CH2:29][C:28]2[C:23](=[CH:24][CH:25]=[CH:26][CH:27]=2)[CH2:22]1)[C:6]1[CH:11]=[CH:10][CH:9]=[CH:8][CH:7]=1. The catalyst is O1CCCC1. The reactants are [CH3:1][O:2][C:3](=[O:12])[CH:4]([C:6]1[CH:11]=[CH:10][CH:9]=[CH:8][CH:7]=1)Br.C(N(CC)CC)C.[NH2:20][CH:21]1[CH2:29][C:28]2[C:23](=[CH:24][CH:25]=[CH:26][CH:27]=2)[CH2:22]1. The yield is 1.00. (3) The reactants are [NH2:1][C:2]1[S:3][CH:4]=[C:5]([C:7]2[CH:12]=[CH:11][C:10]([CH2:13][CH2:14][NH:15][C:16](=[O:22])[O:17][C:18]([CH3:21])([CH3:20])[CH3:19])=[CH:9][CH:8]=2)[N:6]=1.[C:23](OC(=O)C)(=[O:25])[CH3:24].N1C=CC=CC=1. The catalyst is ClCCl.CN(C)C1C=CN=CC=1. The product is [C:18]([O:17][C:16](=[O:22])[NH:15][CH2:14][CH2:13][C:10]1[CH:9]=[CH:8][C:7]([C:5]2[N:6]=[C:2]([NH:1][C:23](=[O:25])[CH3:24])[S:3][CH:4]=2)=[CH:12][CH:11]=1)([CH3:19])([CH3:21])[CH3:20]. The yield is 0.853. (4) The reactants are [CH2:1]([O:4][C:5]1[CH:12]=[CH:11][C:8]([CH:9]=O)=[CH:7][CH:6]=1)[CH2:2][CH3:3].CO[CH2:15][C:16]([C:18]1[CH:23]=[CH:22][C:21]([O:24][CH3:25])=[CH:20][CH:19]=1)=[O:17].[OH-:26].[Na+].[CH3:28]O. No catalyst specified. The product is [CH2:1]([O:4][C:5]1[CH:12]=[CH:11][C:8](/[CH:9]=[CH:15]/[C:16]([C:18]2[CH:19]=[CH:20][C:21]([O:24][CH3:25])=[CH:22][C:23]=2[O:26][CH3:28])=[O:17])=[CH:7][CH:6]=1)[CH2:2][CH3:3]. The yield is 0.160. (5) The catalyst is O1CCCC1. The reactants are Br[C:2]1[CH:7]=[CH:6][C:5]([O:8][CH2:9][CH2:10][CH2:11][CH2:12][CH2:13][CH2:14][CH2:15][CH3:16])=[CH:4][CH:3]=1.C([Li])CCC.C([O:25][B:26](OC(C)C)[O:27]C(C)C)(C)C. The yield is 0.740. The product is [CH2:9]([O:8][C:5]1[CH:6]=[CH:7][C:2]([B:26]([OH:27])[OH:25])=[CH:3][CH:4]=1)[CH2:10][CH2:11][CH2:12][CH2:13][CH2:14][CH2:15][CH3:16]. (6) The reactants are [Br:1][CH2:2][C@@H:3]([OH:13])[CH2:4][C:5]1[CH:10]=[C:9]([F:11])[CH:8]=[CH:7][C:6]=1O.C1(P(C2C=CC=CC=2)C2C=CC=CC=2)C=CC=CC=1.CCOC(/N=N/C(OCC)=O)=O.CC1C=CC(S(OCC2CC3C=CC=C(CC4C=CC=CC=4)C=3O2)(=O)=O)=CC=1. No catalyst specified. The product is [Br:1][CH2:2][C@H:3]1[CH2:4][C:5]2[CH:10]=[C:9]([F:11])[CH:8]=[CH:7][C:6]=2[O:13]1. The yield is 0.760.